Dataset: Peptide-MHC class II binding affinity with 134,281 pairs from IEDB. Task: Regression. Given a peptide amino acid sequence and an MHC pseudo amino acid sequence, predict their binding affinity value. This is MHC class II binding data. (1) The peptide sequence is QSAVVCGRRHSVRIR. The MHC is DRB1_1001 with pseudo-sequence DRB1_1001. The binding affinity (normalized) is 0.360. (2) The peptide sequence is YLFAKDKSGPLQPGV. The MHC is HLA-DQA10501-DQB10201 with pseudo-sequence HLA-DQA10501-DQB10201. The binding affinity (normalized) is 0. (3) The peptide sequence is LQSLGAEIAVEQAAL. The MHC is HLA-DQA10501-DQB10201 with pseudo-sequence HLA-DQA10501-DQB10201. The binding affinity (normalized) is 0.506.